Dataset: Full USPTO retrosynthesis dataset with 1.9M reactions from patents (1976-2016). Task: Predict the reactants needed to synthesize the given product. (1) Given the product [Br:6][C:7]1[CH:8]=[CH:9][C:10]([S:13]([N:16]([C:17]([CH3:20])([CH3:19])[CH3:18])[CH3:1])(=[O:15])=[O:14])=[CH:11][CH:12]=1, predict the reactants needed to synthesize it. The reactants are: [CH3:1]N(C=O)C.[Br:6][C:7]1[CH:12]=[CH:11][C:10]([S:13]([NH:16][C:17]([CH3:20])([CH3:19])[CH3:18])(=[O:15])=[O:14])=[CH:9][CH:8]=1.IC.C([O-])([O-])=O.[K+].[K+]. (2) Given the product [CH:31]([C:20]1[C:21]2[C:26](=[CH:25][C:24]([C:27]([O:29][CH3:30])=[O:28])=[CH:23][CH:22]=2)[C:17]([C:10]2[C:9]([F:8])=[CH:14][C:13]([F:15])=[CH:12][C:11]=2[F:16])=[N:18][CH:19]=1)=[O:36], predict the reactants needed to synthesize it. The reactants are: I([O-])(=O)(=O)=O.[Na+].O.[F:8][C:9]1[CH:14]=[C:13]([F:15])[CH:12]=[C:11]([F:16])[C:10]=1[C:17]1[C:26]2[C:21](=[CH:22][CH:23]=[C:24]([C:27]([O:29][CH3:30])=[O:28])[CH:25]=2)[C:20]([CH:31]=C)=[CH:19][N:18]=1.C1C[O:36]CC1. (3) Given the product [O:37]=[C:27]1[C:35]2[C:30](=[CH:31][CH:32]=[CH:33][CH:34]=2)[C:29](=[O:36])[N:28]1[CH:2]1[CH2:6][CH2:5][N:4]([C:7]2[CH:8]=[C:9]3[N:25]([CH3:26])[CH:24]=[CH:23][C:10]3=[N:11][C:12]=2[C@@H:13]([NH:15][C:16](=[O:22])[O:17][C:18]([CH3:20])([CH3:19])[CH3:21])[CH3:14])[CH2:3]1, predict the reactants needed to synthesize it. The reactants are: O[CH:2]1[CH2:6][CH2:5][N:4]([C:7]2[CH:8]=[C:9]3[N:25]([CH3:26])[CH:24]=[CH:23][C:10]3=[N:11][C:12]=2[C@@H:13]([NH:15][C:16](=[O:22])[O:17][C:18]([CH3:21])([CH3:20])[CH3:19])[CH3:14])[CH2:3]1.[C:27]1(=[O:37])[C:35]2[C:30](=[CH:31][CH:32]=[CH:33][CH:34]=2)[C:29](=[O:36])[NH:28]1.C1C=CC(P(C2C=CC=CC=2)C2C=CC=CC=2)=CC=1.N(C(OCC)=O)=NC(OCC)=O. (4) Given the product [ClH:15].[F:61][C:55]1[CH:56]=[CH:57][C:58]([F:60])=[CH:59][C:54]=1[CH:53]=[C:50]1[CH2:51][CH2:52][N:47]([C:45]([NH:44][CH:41]2[CH2:40][CH2:39][NH:38][CH2:43][CH2:42]2)=[O:46])[CH2:48][CH2:49]1, predict the reactants needed to synthesize it. The reactants are: NC1CCN(C(OC(C)(C)C)=O)CC1.[Cl:15]C(OC1C=CC=CC=1)=O.N1(CCC2C=CC([N:38]3[CH2:43][CH2:42][CH:41]([NH:44][C:45]([N:47]4[CH2:52][CH2:51][C:50](=[CH:53][C:54]5[CH:59]=[C:58]([F:60])[CH:57]=[CH:56][C:55]=5[F:61])[CH2:49][CH2:48]4)=[O:46])[CH2:40][CH2:39]3)=CC=2)C=CN=N1.CCN(CC)CC. (5) Given the product [Si:1]([O:8][CH2:9][C:10]1[CH:20]=[N:19][C:18]2[C:17]3[S:24][C:25]([C:33]([OH:29])=[O:34])=[CH:26][C:16]=3[CH2:15][CH2:14][O:13][C:12]=2[CH:11]=1)([C:4]([CH3:7])([CH3:5])[CH3:6])([CH3:3])[CH3:2], predict the reactants needed to synthesize it. The reactants are: [Si:1]([O:8][CH2:9][C:10]1[C:20](C(O)=O)=[N:19][C:18]2[C:17]3[S:24][C:25](CC)=[CH:26][C:16]=3[CH2:15][CH2:14][O:13][C:12]=2[CH:11]=1)([C:4]([CH3:7])([CH3:6])[CH3:5])([CH3:3])[CH3:2].[O:29]1[CH2:33]CCC1.[OH-:34].[Li+]. (6) The reactants are: [CH3:1][C:2]1[CH:3]=[C:4]([CH:8]=[CH:9][C:10]=1[C:11]([N:13]1[CH2:17][CH:16]=[CH:15][CH2:14]1)=[O:12])[C:5]([OH:7])=O.CN(C(ON1N=NC2C=CC=CC1=2)=[N+](C)C)C.[B-](F)(F)(F)F.C(N(C(C)C)CC)(C)C.[Cl:49][C:50]1[CH:62]=[CH:61][C:53]2[NH:54][C:55]([C@@H:57]([NH2:60])[CH2:58][OH:59])=[N:56][C:52]=2[CH:51]=1.ClCl. Given the product [CH3:1][C:2]1[CH:3]=[C:4]([CH:8]=[CH:9][C:10]=1[C:11]([N:13]1[CH2:17][CH:16]=[CH:15][CH2:14]1)=[O:12])[C:5]([NH:60][C@H:57]([C:55]1[NH:54][C:53]2[CH:61]=[CH:62][C:50]([Cl:49])=[CH:51][C:52]=2[N:56]=1)[CH2:58][OH:59])=[O:7], predict the reactants needed to synthesize it. (7) Given the product [NH:8]1[CH2:13][CH2:12][CH2:11][CH2:10][CH:9]1[C:14]1[NH:16][N:17]=[C:29]([C:26]2[CH:27]=[CH:28][C:22]3[O:21][CH2:20][C:19](=[O:18])[NH:24][C:23]=3[CH:25]=2)[N:30]=1, predict the reactants needed to synthesize it. The reactants are: C(OC([N:8]1[CH2:13][CH2:12][CH2:11][CH2:10][CH:9]1[C:14]([NH:16][NH2:17])=O)=O)(C)(C)C.[O:18]=[C:19]1[NH:24][C:23]2[CH:25]=[C:26]([C:29](N)=[NH:30])[CH:27]=[CH:28][C:22]=2[O:21][CH2:20]1.C(O)(=O)C. (8) The reactants are: [Br:1][CH2:2][C:3](=[O:18])[CH2:4][C@@H:5]1[CH2:10][CH2:9][CH2:8][CH2:7][N:6]1[C:11]([O:13][C:14]([CH3:17])([CH3:16])[CH3:15])=[O:12].CC1C(N)=NC=C(C)N=1.[CH3:28][C:29]1[N:30]=[C:31]([CH3:45])[C:32]2[N:33]([CH:35]=[C:36]([CH2:38][C@@H:39]3[CH2:44][CH2:43][CH2:42][CH2:41][NH:40]3)[N:37]=2)[CH:34]=1.[CH3:46][C:47]1[S:48][C:49]([C:55]2[CH:60]=[CH:59][CH:58]=[CH:57][CH:56]=2)=[C:50]([C:52](O)=[O:53])[N:51]=1.C(Cl)(=O)C(Cl)=O. Given the product [CH3:28][C:29]1[N:30]=[C:31]([CH3:45])[C:32]2[N:33]([CH:35]=[C:36]([CH2:38][C@@H:39]3[CH2:44][CH2:43][CH2:42][CH2:41][N:40]3[C:52]([C:50]3[N:51]=[C:47]([CH3:46])[S:48][C:49]=3[C:55]3[CH:56]=[CH:57][CH:58]=[CH:59][CH:60]=3)=[O:53])[N:37]=2)[CH:34]=1.[Br:1][CH2:2][C:3](=[O:18])[CH2:4][C@@H:5]1[CH2:10][CH2:9][CH2:8][CH2:7][N:6]1[C:11]([O:13][C:14]([CH3:16])([CH3:15])[CH3:17])=[O:12], predict the reactants needed to synthesize it. (9) Given the product [Br:1][C:2]1[CH:3]=[C:4]([N:12]2[C:18](=[O:17])[CH2:19][C:14]([CH3:21])([CH3:13])[C:15]2=[O:16])[CH:5]=[C:6]([O:8][CH2:9][O:10][CH3:11])[CH:7]=1, predict the reactants needed to synthesize it. The reactants are: [Br:1][C:2]1[CH:3]=[C:4]([NH2:12])[CH:5]=[C:6]([O:8][CH2:9][O:10][CH3:11])[CH:7]=1.[CH3:13][C:14]1([CH3:21])[CH2:19][C:18](=O)[O:17][C:15]1=[O:16].C(N1C=CN=C1)(N1C=CN=C1)=O.